Dataset: Reaction yield outcomes from USPTO patents with 853,638 reactions. Task: Predict the reaction yield, written as a fraction of the theoretical maximum amount of product (1.0 means a 100% yield; for example, 0.34 means a 34% yield). (1) The reactants are [CH2:1]([O:8][C:9]1[CH:14]=[CH:13][C:12]([C:15]2[CH:16]=[C:17]([C:31](O)=[O:32])[C:18]3[C:23]([CH3:24])=[N:22][N:21]([CH:25]4[CH2:30][CH2:29][CH2:28][CH2:27][O:26]4)[C:19]=3[N:20]=2)=[C:11]([F:34])[CH:10]=1)[C:2]1[CH:7]=[CH:6][CH:5]=[CH:4][CH:3]=1.CCN(C(C)C)C(C)C.ClC(OCC)=O. The catalyst is O1CCCC1. The product is [CH2:1]([O:8][C:9]1[CH:14]=[CH:13][C:12]([C:15]2[N:20]=[C:19]3[N:21]([CH:25]4[CH2:30][CH2:29][CH2:28][CH2:27][O:26]4)[N:22]=[C:23]([CH3:24])[C:18]3=[C:17]([CH2:31][OH:32])[CH:16]=2)=[C:11]([F:34])[CH:10]=1)[C:2]1[CH:7]=[CH:6][CH:5]=[CH:4][CH:3]=1. The yield is 0.550. (2) The yield is 0.510. The product is [CH3:1][C:2]1([CH3:14])[O:6][C@H:5]([CH2:7][N:8]2[CH:12]=[CH:11][C:10]([NH:13][C:24](=[O:25])[CH:23]([N:19]3[C:20](=[O:22])[CH:21]=[C:16]([I:15])[CH:17]=[N:18]3)[CH2:27][CH:28]([CH3:30])[CH3:29])=[N:9]2)[CH2:4][O:3]1. The catalyst is CN(C)C=O.CN(C)C1C=CN=CC=1.C(OCC)(=O)C. The reactants are [CH3:1][C:2]1([CH3:14])[O:6][C@H:5]([CH2:7][N:8]2[CH:12]=[CH:11][C:10]([NH2:13])=[N:9]2)[CH2:4][O:3]1.[I:15][C:16]1[CH:17]=[N:18][N:19]([CH:23]([CH2:27][CH:28]([CH3:30])[CH3:29])[C:24](O)=[O:25])[C:20](=[O:22])[CH:21]=1.Cl.CN(C)CCCN=C=NCC. (3) The reactants are [CH3:1][N:2]([C:7]1[C:15]2[C:10](=[CH:11][CH:12]=[C:13]([N+:16]([O-:18])=[O:17])[CH:14]=2)[NH:9][N:8]=1)[CH2:3][C:4]([OH:6])=O.C(Cl)CCl.C1C=CC2N(O)N=NC=2C=1.C[CH2:34][N:35](CC)[CH2:36]C.CNC. The catalyst is CN(C=O)C.C(OCC)(=O)C. The product is [CH3:34][N:35]([CH3:36])[C:4](=[O:6])[CH2:3][N:2]([CH3:1])[C:7]1[C:15]2[C:10](=[CH:11][CH:12]=[C:13]([N+:16]([O-:18])=[O:17])[CH:14]=2)[NH:9][N:8]=1. The yield is 0.984. (4) The reactants are Br[C:2]1[CH:23]=[C:22]2[C:5]([CH2:6][C:7]3([C:15]42[N:19]=[C:18]([NH2:20])[C:17]([CH3:21])=[N:16]4)[CH2:12][CH2:11][C:10]([F:14])([F:13])[CH2:9][CH2:8]3)=[CH:4][CH:3]=1.[C:24]([C:27]1[CH:28]=[C:29](B(O)O)[CH:30]=[N:31][CH:32]=1)#[C:25][CH3:26]. No catalyst specified. The product is [F:14][C:10]1([F:13])[CH2:9][CH2:8][C:7]2([C:15]3([N:19]=[C:18]([NH2:20])[C:17]([CH3:21])=[N:16]3)[C:22]3[C:5](=[CH:4][CH:3]=[C:2]([C:29]4[CH:30]=[N:31][CH:32]=[C:27]([C:24]#[C:25][CH3:26])[CH:28]=4)[CH:23]=3)[CH2:6]2)[CH2:12][CH2:11]1. The yield is 0.240. (5) The reactants are [NH2:1][C:2]1[C:7]([F:8])=[C:6]([Cl:9])[CH:5]=[CH:4][C:3]=1[C:10](=O)[CH2:11]Cl.[CH:14]1([Mg]Br)[CH2:16][CH2:15]1. The catalyst is C1(C)C=CC=CC=1. The product is [Cl:9][C:6]1[C:7]([F:8])=[C:2]2[C:3]([CH:10]=[C:11]([CH:14]3[CH2:16][CH2:15]3)[NH:1]2)=[CH:4][CH:5]=1. The yield is 0.630.